The task is: Predict the reactants needed to synthesize the given product.. This data is from Full USPTO retrosynthesis dataset with 1.9M reactions from patents (1976-2016). (1) Given the product [C:41]([N:40]([CH3:44])[C:28]1[CH:29]=[CH:30][C:31]([NH:32][CH2:33][CH:34]2[CH2:35][CH2:36][O:37][CH2:38][CH2:39]2)=[C:26]([NH:25][C:47](=[O:48])[C:46]([F:51])([F:45])[CH3:50])[CH:27]=1)(=[O:43])[CH3:42], predict the reactants needed to synthesize it. The reactants are: CN(C(ON1N=NC2C=CC=NC1=2)=[N+](C)C)C.F[P-](F)(F)(F)(F)F.[NH2:25][C:26]1[CH:27]=[C:28]([N:40]([CH3:44])[C:41](=[O:43])[CH3:42])[CH:29]=[CH:30][C:31]=1[NH:32][CH2:33][CH:34]1[CH2:39][CH2:38][O:37][CH2:36][CH2:35]1.[F:45][C:46]([F:51])([CH3:50])[C:47](O)=[O:48].CCN(C(C)C)C(C)C. (2) Given the product [S:1]1[C:5]2[CH:6]=[CH:7][CH:8]=[CH:9][C:4]=2[N:3]=[C:2]1[CH:18]=[O:19], predict the reactants needed to synthesize it. The reactants are: [S:1]1[C:5]2[CH:6]=[CH:7][CH:8]=[CH:9][C:4]=2[N:3]=[CH:2]1.C([Li])CCC.CN([CH:18]=[O:19])C. (3) Given the product [Br:1][C:2]1[C:3]([N:8]2[C:14](=[O:15])[CH2:13][CH:11]([C:10]([OH:18])=[O:17])[CH2:12]2)=[N:4][N:5]([CH3:7])[CH:6]=1, predict the reactants needed to synthesize it. The reactants are: [Br:1][C:2]1[C:3]([NH2:8])=[N:4][N:5]([CH3:7])[CH:6]=1.O.[C:10]([OH:18])(=[O:17])[C:11]([CH2:13][C:14](O)=[O:15])=[CH2:12]. (4) Given the product [OH:14][C@@H:13]1[C@@H:9]([CH2:8][S:7][C:4]2[CH:5]=[N:27][CH:28]=[CH:23][N:24]=2)[CH2:10][N:11]([C:15]([O:17][C:18]([CH3:21])([CH3:20])[CH3:19])=[O:16])[CH2:12]1, predict the reactants needed to synthesize it. The reactants are: C[O-].[Na+].[C:4]([S:7][CH2:8][C@@H:9]1[C@@H:13]([OH:14])[CH2:12][N:11]([C:15]([O:17][C:18]([CH3:21])([CH3:20])[CH3:19])=[O:16])[CH2:10]1)(=O)[CH3:5].Cl[C:23]1[CH:28]=[N:27]C=C[N:24]=1.O. (5) Given the product [CH3:1][O:2][C:3](=[O:15])[CH2:4][O:5][C:6]1[C:11]([CH3:12])=[CH:10][C:9]([S:13][CH2:17][C:18]2[S:22][C:21]([C:23]3[CH:24]=[CH:25][C:26]([C:29]([F:32])([F:30])[F:31])=[CH:27][CH:28]=3)=[N:20][C:19]=2[CH3:33])=[CH:8][C:7]=1[CH3:14], predict the reactants needed to synthesize it. The reactants are: [CH3:1][O:2][C:3](=[O:15])[CH2:4][O:5][C:6]1[C:11]([CH3:12])=[CH:10][C:9]([SH:13])=[CH:8][C:7]=1[CH3:14].Cl[CH2:17][C:18]1[S:22][C:21]([C:23]2[CH:28]=[CH:27][C:26]([C:29]([F:32])([F:31])[F:30])=[CH:25][CH:24]=2)=[N:20][C:19]=1[CH3:33].